Dataset: Full USPTO retrosynthesis dataset with 1.9M reactions from patents (1976-2016). Task: Predict the reactants needed to synthesize the given product. (1) Given the product [C:13]1([N:8]2[C:9]3[CH:10]=[CH:11][CH:12]=[C:4]([NH2:1])[C:5]=3[CH:6]=[N:7]2)[CH:14]=[CH:15][CH:16]=[CH:17][CH:18]=1, predict the reactants needed to synthesize it. The reactants are: [N+:1]([C:4]1[CH:12]=[CH:11][CH:10]=[C:9]2[C:5]=1[CH:6]=[N:7][N:8]2[C:13]1[CH:18]=[CH:17][CH:16]=[CH:15][CH:14]=1)([O-])=O.[Cl-].[NH4+]. (2) Given the product [C:1]([NH:4][CH2:5][CH2:6][C:7]1[N:16]=[C:15]([C:17]([N:27]2[CH2:26][CH2:25][C:24]3[C:29](=[CH:30][CH:31]=[C:32]([O:33][CH3:34])[C:23]=3[O:22][CH3:21])[CH2:28]2)=[O:19])[C:14]2[C:9](=[CH:10][CH:11]=[CH:12][CH:13]=2)[N:8]=1)(=[O:3])[CH3:2], predict the reactants needed to synthesize it. The reactants are: [C:1]([NH:4][CH2:5][CH2:6][C:7]1[N:16]=[C:15]([C:17]([OH:19])=O)[C:14]2[C:9](=[CH:10][CH:11]=[CH:12][CH:13]=2)[N:8]=1)(=[O:3])[CH3:2].Cl.[CH3:21][O:22][C:23]1[C:32]([O:33][CH3:34])=[CH:31][CH:30]=[C:29]2[C:24]=1[CH2:25][CH2:26][NH:27][CH2:28]2.